From a dataset of Catalyst prediction with 721,799 reactions and 888 catalyst types from USPTO. Predict which catalyst facilitates the given reaction. (1) The catalyst class is: 699. Product: [Br:33][C:11]1[C:12]([O:19][CH2:20][C:21]2[CH:26]=[CH:25][CH:24]=[CH:23][CH:22]=2)=[C:13]([O:17][CH3:18])[C:14]([O:15][CH3:16])=[C:9]([O:8][CH2:1][C:2]2[CH:3]=[CH:4][CH:5]=[CH:6][CH:7]=2)[C:10]=1[CH3:27]. Reactant: [CH2:1]([O:8][C:9]1[C:14]([O:15][CH3:16])=[C:13]([O:17][CH3:18])[C:12]([O:19][CH2:20][C:21]2[CH:26]=[CH:25][CH:24]=[CH:23][CH:22]=2)=[CH:11][C:10]=1[CH3:27])[C:2]1[CH:7]=[CH:6][CH:5]=[CH:4][CH:3]=1.C([O-])(=O)C.[Na+].[Br:33]Br. (2) Reactant: C([N:8]([C@@H](C1C=CC=CC=1)C)[C@@H:9]1[CH2:13][CH2:12][CH2:11][C@:10]1([CH2:18][CH3:19])[C:14]([O:16][CH3:17])=[O:15])C1C=CC=CC=1.C(O)=O. Product: [NH2:8][C@@H:9]1[CH2:13][CH2:12][CH2:11][C@:10]1([CH2:18][CH3:19])[C:14]([O:16][CH3:17])=[O:15]. The catalyst class is: 19. (3) Reactant: [C:1]([CH2:4][N:5]1[C:10](=[O:11])[C:9]2([CH2:17][O:16][CH2:15][CH2:14][O:13][CH2:12]2)[N:8](C(OC(C)(C)C)=O)[CH2:7][C@H:6]1[C:25]1[CH:30]=[C:29]([F:31])[CH:28]=[C:27]([F:32])[CH:26]=1)(O)=[O:2].[NH2:33][C:34]1[CH:35]=[C:36]2[C:49](=[CH:50][CH:51]=1)[CH2:48][C@@:38]1([C:46]3[C:41](=[N:42][CH:43]=[CH:44][CH:45]=3)[NH:40][C:39]1=[O:47])[CH2:37]2.Cl.C(N=C=NCCCN(C)C)C.C1C=CC2N(O)N=NC=2C=1.Cl. Product: [F:31][C:29]1[CH:30]=[C:25]([C@H:6]2[N:5]([CH2:4][C:1]([NH:33][C:34]3[CH:35]=[C:36]4[C:49](=[CH:50][CH:51]=3)[CH2:48][C@@:38]3([C:46]5[C:41](=[N:42][CH:43]=[CH:44][CH:45]=5)[NH:40][C:39]3=[O:47])[CH2:37]4)=[O:2])[C:10](=[O:11])[C:9]3([CH2:17][O:16][CH2:15][CH2:14][O:13][CH2:12]3)[NH:8][CH2:7]2)[CH:26]=[C:27]([F:32])[CH:28]=1. The catalyst class is: 3.